This data is from Experimentally validated miRNA-target interactions with 360,000+ pairs, plus equal number of negative samples. The task is: Binary Classification. Given a miRNA mature sequence and a target amino acid sequence, predict their likelihood of interaction. (1) The miRNA is hsa-miR-4793-5p with sequence ACAUCCUGCUCCACAGGGCAGAGG. The protein sequence of the target gene is MEGAEPRARPERLAEAETRAADGGRLVEVQLSGGAPWGFTLKGGREHGEPLVITKIEEGSKAAAVDKLLAGDEIVGINDIGLSGFRQEAICLVKGSHKTLKLVVKRRSELGWRPHSWHATKFSDSHPELAASPFTSTSGCPSWSGRHHASSSSHDLSSSWEQTNLQRTLDHFSSLGSVDSLDHPSSRLSVAKSNSSIDHLGSHSKRDSAYGSFSTSSSTPDHTLSKADTSSAENILYTVGLWEAPRQGGRQAQAAGDPQGSEEKLSCFPPRVPGDSGKGPRPEYNAEPKLAAPGRSNFGP.... Result: 0 (no interaction). (2) The miRNA is hsa-miR-5698 with sequence UGGGGGAGUGCAGUGAUUGUGG. The protein sequence of the target gene is MEFDCEGLRRLLGKYKFRDLTVEELRNVNVFFPHFKYSMDTYVFKDSSQKDLLNFTGTIPVMYQGNTYNIPIRFWILDSHPFAPPICFLKPTANMGILVGKHVDAQGRIYLPYLQNWSHPKSVIVGLIKEMIAKFQEELPMYSLSSSDEARQVDLLAYIAKITEGVSDTNSKSWANHENKTVNKITVVGGGELGIACTLAISAKGIADRLVLLDLSEGTKGATMDLEIFNLPNVEISKDLSASAHSKVVIFTVNSLGSSQSYLDVVQSNVDMFRALVPALGHYSQHSVLLVASQPVEIMT.... Result: 1 (interaction). (3) The protein sequence of the target gene is MMALGRAFAIVFCLIQAVSGESGNAQDGDLEDADADDHSFWCHSQLEVDGSQHLLTCAFNDSDINTANLEFQICGALLRVKCLTLNKLQDIYFIKTSEFLLIGSSNICVKLGQKNLTCKNMAINTIVKAEAPSDLKVVYRKEANDFLVTFNAPHLKKKYLKKVKHDVAYRPARGESNWTHVSLFHTRTTIPQRKLRPKAMYEIKVRSIPHNDYFKGFWSEWSPSSTFETPEPKNQGGWDPVLPSVTILSLFSVFLLVILAHVLWKKRIKPVVWPSLPDHKKTLEQLCKKPKTSLNVSFNP.... The miRNA is mmu-miR-675-3p with sequence CUGUAUGCCCUAACCGCUCAGU. Result: 0 (no interaction).